Dataset: Reaction yield outcomes from USPTO patents with 853,638 reactions. Task: Predict the reaction yield, written as a fraction of the theoretical maximum amount of product (1.0 means a 100% yield; for example, 0.34 means a 34% yield). (1) The reactants are [OH-].[NH4+:2].[F:3][C:4]1[C:12]([F:13])=[C:11](F)[C:10]([N+:15]([O-:17])=[O:16])=[CH:9][C:5]=1[C:6]([OH:8])=[O:7].Cl. The catalyst is O. The product is [NH2:2][C:11]1[C:10]([N+:15]([O-:17])=[O:16])=[CH:9][C:5]([C:6]([OH:8])=[O:7])=[C:4]([F:3])[C:12]=1[F:13]. The yield is 0.950. (2) The reactants are [CH3:1][NH:2][C:3]1[O:4][CH:5]=[C:6]([C:8]2[CH:15]=[CH:14][C:11]([C:12]#[N:13])=[CH:10][CH:9]=2)[N:7]=1.[C:16]([O:20][C:21](O[C:21]([O:20][C:16]([CH3:19])([CH3:18])[CH3:17])=[O:22])=[O:22])([CH3:19])([CH3:18])[CH3:17].[BH4-].[Na+]. The catalyst is CO.O.O.O.O.O.O.[Ni](Cl)Cl. The product is [C:16]([O:20][C:21]([NH:13][CH2:12][C:11]1[CH:14]=[CH:15][C:8]([C:6]2[N:7]=[C:3]([NH:2][CH3:1])[O:4][CH:5]=2)=[CH:9][CH:10]=1)=[O:22])([CH3:19])([CH3:18])[CH3:17]. The yield is 0.670. (3) The reactants are [C:1]([C:4]1[CH:5]=[CH:6][C:7]([C:15]2[CH:24]=[CH:23][CH:22]=[C:21]3[C:16]=2[CH2:17][CH2:18][N:19]([C:25]([O:27][C:28]([CH3:31])([CH3:30])[CH3:29])=[O:26])[CH2:20]3)=[C:8]2[C:12]=1[NH:11][C:10]([CH3:13])=[C:9]2[CH3:14])(=[O:3])[NH2:2].C([BH3-])#N.[Na+].C(O)(=O)C. The catalyst is ClCCl. The product is [C:1]([C:4]1[CH:5]=[CH:6][C:7]([C:15]2[CH:24]=[CH:23][CH:22]=[C:21]3[C:16]=2[CH2:17][CH2:18][N:19]([C:25]([O:27][C:28]([CH3:30])([CH3:29])[CH3:31])=[O:26])[CH2:20]3)=[C:8]2[C:12]=1[NH:11][C@H:10]([CH3:13])[C@@H:9]2[CH3:14])(=[O:3])[NH2:2].[C:1]([C:4]1[CH:5]=[CH:6][C:7]([C:15]2[CH:24]=[CH:23][CH:22]=[C:21]3[C:16]=2[CH2:17][CH2:18][N:19]([C:25]([O:27][C:28]([CH3:30])([CH3:29])[CH3:31])=[O:26])[CH2:20]3)=[C:8]2[C:12]=1[NH:11][C@H:10]([CH3:13])[C@H:9]2[CH3:14])(=[O:3])[NH2:2]. The yield is 0.536. (4) The reactants are [NH2:1]/[C:2](/[C:9]1[CH:14]=[CH:13][C:12]([N+:15]([O-:17])=[O:16])=[CH:11][CH:10]=1)=[C:3](/[C:7]#[N:8])\[C:4](=[S:6])[NH2:5].OO. The catalyst is C(O)C. The product is [NH2:5][C:4]1[S:6][N:1]=[C:2]([C:9]2[CH:14]=[CH:13][C:12]([N+:15]([O-:17])=[O:16])=[CH:11][CH:10]=2)[C:3]=1[C:7]#[N:8]. The yield is 0.960. (5) The reactants are [NH2:1][C:2]1[N:3]=[C:4](O)[C:5]2[CH2:10][N:9]([C:11]([O:13][CH2:14][CH3:15])=[O:12])[CH2:8][C:6]=2[N:7]=1.C1(C)C=CC=CC=1.O=P(Cl)(Cl)[Cl:26]. The catalyst is C(#N)C. The product is [NH2:1][C:2]1[N:3]=[C:4]([Cl:26])[C:5]2[CH2:10][N:9]([C:11]([O:13][CH2:14][CH3:15])=[O:12])[CH2:8][C:6]=2[N:7]=1. The yield is 0.570. (6) The reactants are C[O:2][C:3]([C:5]1[CH:10]=[CH:9][C:8]([C:11]2[CH:16]=[CH:15][C:14]([Cl:17])=[CH:13][CH:12]=2)=[CH:7][C:6]=1[O:18][CH3:19])=[O:4].O.[Li+].[OH-]. The catalyst is C1COCC1. The product is [Cl:17][C:14]1[CH:13]=[CH:12][C:11]([C:8]2[CH:9]=[CH:10][C:5]([C:3]([OH:4])=[O:2])=[C:6]([O:18][CH3:19])[CH:7]=2)=[CH:16][CH:15]=1. The yield is 0.910.